Task: Predict the reactants needed to synthesize the given product.. Dataset: Full USPTO retrosynthesis dataset with 1.9M reactions from patents (1976-2016) (1) Given the product [C:1]([O:5][C:6]([N:8]1[CH2:13][CH2:12][C:11]([C:20]2[CH:21]=[C:22]([NH2:23])[N:37]([C:33]([CH3:36])([CH3:35])[CH3:34])[N:38]=2)([C:14]2[CH:19]=[CH:18][CH:17]=[CH:16][CH:15]=2)[CH2:10][CH2:9]1)=[O:7])([CH3:4])([CH3:3])[CH3:2], predict the reactants needed to synthesize it. The reactants are: [C:1]([O:5][C:6]([N:8]1[CH2:13][CH2:12][C:11]([C:20](=O)[CH2:21][C:22]#[N:23])([C:14]2[CH:19]=[CH:18][CH:17]=[CH:16][CH:15]=2)[CH2:10][CH2:9]1)=[O:7])([CH3:4])([CH3:3])[CH3:2].CCN(CC)CC.Cl.[C:33]([NH:37][NH2:38])([CH3:36])([CH3:35])[CH3:34]. (2) Given the product [Cl:1][C:2]1[C:6]([Cl:7])=[C:5]([CH3:8])[NH:4][C:3]=1[C:9]([NH:43][CH:44]1[CH2:45][N:46]([C:48]([O:50][C:51]([CH3:54])([CH3:53])[CH3:52])=[O:49])[CH2:47]1)=[O:11], predict the reactants needed to synthesize it. The reactants are: [Cl:1][C:2]1[C:6]([Cl:7])=[C:5]([CH3:8])[NH:4][C:3]=1[C:9]([OH:11])=O.C(N(CC)CC)C.CN(C(ON1N=NC2C=CC=NC1=2)=[N+](C)C)C.F[P-](F)(F)(F)(F)F.[NH2:43][CH:44]1[CH2:47][N:46]([C:48]([O:50][C:51]([CH3:54])([CH3:53])[CH3:52])=[O:49])[CH2:45]1.